Dataset: Forward reaction prediction with 1.9M reactions from USPTO patents (1976-2016). Task: Predict the product of the given reaction. (1) Given the reactants [F:1][C:2]([F:27])([F:26])[O:3][C:4]1[CH:9]=[CH:8][C:7]([N:10]2[CH:14]=[N:13][C:12]([C:15]3[CH:25]=[CH:24][C:18]([CH2:19][C:20]4([NH2:23])[CH2:22][CH2:21]4)=[CH:17][CH:16]=3)=[N:11]2)=[CH:6][CH:5]=1.[N+](C1C=CC([CH:37]2[S:41]/[C:40](=[N:42]\[C:43](=O)[O-:44])/[N:39]([C:46]3[CH:51]=[C:50]([CH3:52])[CH:49]=[CH:48][C:47]=3[CH:53]([CH3:55])[CH3:54])[C:38]2=[O:56])=CC=1)([O-])=O, predict the reaction product. The product is: [CH:53]([C:47]1[CH:48]=[CH:49][C:50]([CH3:52])=[CH:51][C:46]=1[N:39]1[C:38](=[O:56])[CH2:37][S:41]/[C:40]/1=[N:42]\[C:43]([NH:23][C:20]1([CH2:19][C:18]2[CH:24]=[CH:25][C:15]([C:12]3[N:13]=[CH:14][N:10]([C:7]4[CH:6]=[CH:5][C:4]([O:3][C:2]([F:1])([F:26])[F:27])=[CH:9][CH:8]=4)[N:11]=3)=[CH:16][CH:17]=2)[CH2:21][CH2:22]1)=[O:44])([CH3:55])[CH3:54]. (2) The product is: [OH:8][C:4]1[CH:3]=[C:2]([NH:1][C:22]([C:21]2[N:17]([CH3:16])[N:18]=[C:19]([CH3:25])[CH:20]=2)=[O:23])[CH:7]=[CH:6][CH:5]=1. Given the reactants [NH2:1][C:2]1[CH:3]=[C:4]([OH:8])[CH:5]=[CH:6][CH:7]=1.C(N(CC)CC)C.[CH3:16][N:17]1[C:21]([C:22](Cl)=[O:23])=[CH:20][C:19]([CH3:25])=[N:18]1, predict the reaction product. (3) Given the reactants [CH2:1]([O:8][C:9]1[C:10]([NH:15][C:16]([NH2:18])=[S:17])=[N:11][CH:12]=[CH:13][CH:14]=1)[C:2]1[CH:7]=[CH:6][CH:5]=[CH:4][CH:3]=1.Cl[CH2:20][C:21](=O)[CH2:22][C:23]([O:25][CH3:26])=[O:24].C(N(CC)CC)C, predict the reaction product. The product is: [CH2:1]([O:8][C:9]1[C:10]([NH:15][C:16]2[S:17][CH:20]=[C:21]([CH2:22][C:23]([O:25][CH3:26])=[O:24])[N:18]=2)=[N:11][CH:12]=[CH:13][CH:14]=1)[C:2]1[CH:3]=[CH:4][CH:5]=[CH:6][CH:7]=1. (4) Given the reactants I[C:2]1[CH:7]=[CH:6][N:5]2[CH:8]=[CH:9][N:10]=[C:4]2[CH:3]=1.[C:11]([Si:13]([CH:20]([CH3:22])[CH3:21])([CH:17]([CH3:19])[CH3:18])[CH:14]([CH3:16])[CH3:15])#[CH:12].C(N(CC)CC)C, predict the reaction product. The product is: [CH:17]([Si:13]([C:11]#[C:12][C:2]1[CH:7]=[CH:6][N:5]2[CH:8]=[CH:9][N:10]=[C:4]2[CH:3]=1)([CH:14]([CH3:16])[CH3:15])[CH:20]([CH3:21])[CH3:22])([CH3:19])[CH3:18]. (5) Given the reactants [F:1][C:2]1[CH:8]=[CH:7][CH:6]=[CH:5][C:3]=1[NH2:4].C(=O)(O)[O-].[Na+].[I:14]I.S([O-])(O)=O, predict the reaction product. The product is: [F:1][C:2]1[CH:8]=[C:7]([I:14])[CH:6]=[CH:5][C:3]=1[NH2:4]. (6) The product is: [C:1]12([CH2:11][S:12]([OH:15])(=[O:13])=[O:14])[C:8]([CH3:10])([CH3:9])[CH:5]([CH2:6][CH2:7]1)[CH2:4][C:2]2=[O:3]. Given the reactants [C:1]12([CH2:11][S:12]([O-:15])(=[O:14])=[O:13])[C:8]([CH3:10])([CH3:9])[CH:5]([CH2:6][CH2:7]1)[CH2:4][C:2]2=[O:3].[NH4+], predict the reaction product. (7) Given the reactants [C:1]([OH:4])(=[O:3])[CH3:2].[CH3:5][N:6]([C:8]([NH:10][C:11]([NH2:13])=[NH:12])=[NH:9])[CH3:7], predict the reaction product. The product is: [CH3:5][N:6]([C:8]([NH:10][C:11]([NH2:13])=[NH:12])=[NH:9])[CH3:7].[C:1]([O-:4])(=[O:3])[CH3:2]. (8) The product is: [Br:1][C:2]1[C:11]2[C:6](=[CH:7][CH:8]=[CH:9][CH:10]=2)[CH:5]=[C:4]([C:12]#[N:13])[CH:3]=1. Given the reactants [Br:1][C:2]1[C:11]2[CH2:10][CH2:9][CH2:8][CH2:7][C:6]=2[CH:5]=[C:4]([C:12]#[N:13])[CH:3]=1, predict the reaction product. (9) Given the reactants [F:1][C:2]1([F:26])[CH2:7][C@H:6]([C:8](O)=[O:9])[C@H:5]([NH:11][C:12]([C:14]2[CH:19]=[CH:18][C:17]([N:20]3[CH:24]=[CH:23][C:22]([CH3:25])=[N:21]3)=[CH:16][CH:15]=2)=[O:13])[CH2:4][CH2:3]1.Cl.CN(C)CC[CH2:32][N:33]=[C:34]=[N:35][CH2:36][CH3:37].[N:39]1(O)[C:43]2[CH:44]=[CH:45][CH:46]=[CH:47][C:42]=2N=N1.[C:49](=[O:52])([O-])[OH:50].[Na+].[C:54](#[N:56])[CH3:55], predict the reaction product. The product is: [CH3:5][C:6]([CH3:8])([CH3:7])[C:49]([O:50][CH2:32][N:33]1[CH:37]=[CH:36][N:35]=[C:34]1[C@H:2]1[C@H:3]2[CH2:55][CH2:54][N:56]([C:8]([C@H:6]3[CH2:7][C:2]([F:1])([F:26])[CH2:3][CH2:4][C@H:5]3[NH:11][C:12]([C:14]3[CH:19]=[CH:18][C:17]([N:20]4[CH:24]=[CH:23][C:22]([CH3:25])=[N:21]4)=[CH:16][CH:15]=3)=[O:13])=[O:9])[C@H:4]2[C:42]2[CH:47]=[CH:46][CH:45]=[CH:44][C:43]=2[NH:39]1)=[O:52].